From a dataset of CYP1A2 inhibition data for predicting drug metabolism from PubChem BioAssay. Regression/Classification. Given a drug SMILES string, predict its absorption, distribution, metabolism, or excretion properties. Task type varies by dataset: regression for continuous measurements (e.g., permeability, clearance, half-life) or binary classification for categorical outcomes (e.g., BBB penetration, CYP inhibition). Dataset: cyp1a2_veith. (1) The drug is Cn1c(SCC(=O)N/N=C/C=C\c2ccco2)nc2ccccc21. The result is 1 (inhibitor). (2) The drug is O=S(=O)(c1ccccc1)N1CCC2(CCCN(Cc3nccs3)C2)CC1. The result is 0 (non-inhibitor). (3) The compound is COc1ccc(N2C(=O)CCC(C(=O)O)C2c2ccc(F)cc2)cc1. The result is 0 (non-inhibitor). (4) The molecule is COc1ccc2c(c1O)-c1cccc3c1[C@H](C2)N(C)CC3. The result is 1 (inhibitor). (5) The drug is CS(=O)(=O)N1CCCC(C(=O)N2CCC3(CC2)OCCO3)C1. The result is 0 (non-inhibitor).